This data is from NCI-60 drug combinations with 297,098 pairs across 59 cell lines. The task is: Regression. Given two drug SMILES strings and cell line genomic features, predict the synergy score measuring deviation from expected non-interaction effect. (1) Drug 1: C1C(C(OC1N2C=NC3=C(N=C(N=C32)Cl)N)CO)O. Drug 2: C1CN(CCN1C(=O)CCBr)C(=O)CCBr. Cell line: IGROV1. Synergy scores: CSS=14.3, Synergy_ZIP=-3.31, Synergy_Bliss=3.01, Synergy_Loewe=1.56, Synergy_HSA=1.78. (2) Drug 1: CN(C)N=NC1=C(NC=N1)C(=O)N. Drug 2: CC1C(C(CC(O1)OC2CC(CC3=C2C(=C4C(=C3O)C(=O)C5=CC=CC=C5C4=O)O)(C(=O)C)O)N)O. Cell line: CAKI-1. Synergy scores: CSS=46.0, Synergy_ZIP=-3.30, Synergy_Bliss=-3.66, Synergy_Loewe=-3.62, Synergy_HSA=2.20. (3) Drug 1: C1=NNC2=C1C(=O)NC=N2. Drug 2: C1C(C(OC1N2C=NC(=NC2=O)N)CO)O. Synergy scores: CSS=3.96, Synergy_ZIP=1.31, Synergy_Bliss=0.720, Synergy_Loewe=-9.35, Synergy_HSA=-3.85. Cell line: HOP-62. (4) Drug 1: CC1CCC2CC(C(=CC=CC=CC(CC(C(=O)C(C(C(=CC(C(=O)CC(OC(=O)C3CCCCN3C(=O)C(=O)C1(O2)O)C(C)CC4CCC(C(C4)OC)OCCO)C)C)O)OC)C)C)C)OC. Drug 2: C1CCC(C(C1)N)N.C(=O)(C(=O)[O-])[O-].[Pt+4]. Cell line: ACHN. Synergy scores: CSS=29.5, Synergy_ZIP=-9.05, Synergy_Bliss=-0.202, Synergy_Loewe=-5.39, Synergy_HSA=-0.364. (5) Drug 1: CC(C1=C(C=CC(=C1Cl)F)Cl)OC2=C(N=CC(=C2)C3=CN(N=C3)C4CCNCC4)N. Drug 2: C1CC(=O)NC(=O)C1N2CC3=C(C2=O)C=CC=C3N. Cell line: KM12. Synergy scores: CSS=46.0, Synergy_ZIP=4.20, Synergy_Bliss=2.68, Synergy_Loewe=-11.8, Synergy_HSA=4.78. (6) Drug 1: CS(=O)(=O)CCNCC1=CC=C(O1)C2=CC3=C(C=C2)N=CN=C3NC4=CC(=C(C=C4)OCC5=CC(=CC=C5)F)Cl. Drug 2: CN(CC1=CN=C2C(=N1)C(=NC(=N2)N)N)C3=CC=C(C=C3)C(=O)NC(CCC(=O)O)C(=O)O. Cell line: HCC-2998. Synergy scores: CSS=26.1, Synergy_ZIP=-0.502, Synergy_Bliss=1.58, Synergy_Loewe=-18.7, Synergy_HSA=1.99.